From a dataset of Reaction yield outcomes from USPTO patents with 853,638 reactions. Predict the reaction yield, written as a fraction of the theoretical maximum amount of product (1.0 means a 100% yield; for example, 0.34 means a 34% yield). (1) The reactants are [C:1]([O:4][CH2:5][C@@H:6]1[C@@H:13]2[C@@H:9]([O:10][C:11]([CH3:15])([CH3:14])[O:12]2)[C@H:8]([N:16]2[CH:24]=[N:23][C:22]3[C:17]2=[N:18][CH:19]=[N:20][C:21]=3Br)[O:7]1)(=[O:3])[CH3:2].[N:26]1([C:31]2[CH:32]=[C:33](B(O)O)[CH:34]=[CH:35][CH:36]=2)[CH:30]=[CH:29][CH:28]=[N:27]1.P([O-])([O-])([O-])=O.[K+].[K+].[K+].ClCCl. The catalyst is C1C=CC(P(C2C=CC=CC=2)[C-]2C=CC=C2)=CC=1.C1C=CC(P(C2C=CC=CC=2)[C-]2C=CC=C2)=CC=1.Cl[Pd]Cl.[Fe+2]. The product is [C:1]([O:4][CH2:5][C@@H:6]1[C@@H:13]2[C@@H:9]([O:10][C:11]([CH3:15])([CH3:14])[O:12]2)[C@H:8]([N:16]2[CH:24]=[N:23][C:22]3[C:17]2=[N:18][CH:19]=[N:20][C:21]=3[C:35]2[CH:34]=[CH:33][CH:32]=[C:31]([N:26]3[CH:30]=[CH:29][CH:28]=[N:27]3)[CH:36]=2)[O:7]1)(=[O:3])[CH3:2]. The yield is 0.530. (2) The reactants are [CH3:1][O:2][C:3]([C:5]1[S:6][C:7]([CH3:11])=[CH:8][C:9]=1[Cl:10])=[O:4].C1C(=O)N([Br:19])C(=O)C1. The catalyst is C(Cl)(Cl)(Cl)Cl. The product is [CH3:1][O:2][C:3]([C:5]1[S:6][C:7]([CH2:11][Br:19])=[CH:8][C:9]=1[Cl:10])=[O:4]. The yield is 0.610. (3) The reactants are [CH2:1]([C@@H:3]([C:8]1[CH:13]=[CH:12][CH:11]=[C:10]([O:14][CH2:15][C:16]2[CH:21]=[CH:20][CH:19]=[CH:18][CH:17]=2)[CH:9]=1)[C@@H:4]([CH3:7])[CH2:5]O)[CH3:2].S(Cl)([Cl:24])=O. The catalyst is ClCCl.CN(C)C=O. The product is [Cl:24][CH2:5][C@H:4]([CH3:7])[C@H:3]([C:8]1[CH:13]=[CH:12][CH:11]=[C:10]([O:14][CH2:15][C:16]2[CH:21]=[CH:20][CH:19]=[CH:18][CH:17]=2)[CH:9]=1)[CH2:1][CH3:2]. The yield is 0.900.